Task: Predict the product of the given reaction.. Dataset: Forward reaction prediction with 1.9M reactions from USPTO patents (1976-2016) (1) The product is: [Cl:12][C:10]1[CH:9]=[CH:8][N:7]2[C:13]([I:14])=[C:4]([CH2:3][NH2:1])[N:5]=[C:6]2[CH:11]=1. Given the reactants [NH3:1].Br[CH2:3][C:4]1[N:5]=[C:6]2[CH:11]=[C:10]([Cl:12])[CH:9]=[CH:8][N:7]2[C:13]=1[I:14], predict the reaction product. (2) Given the reactants [CH2:1]([O:8][C:9]([NH:11][C@H:12]([C:16]([OH:18])=O)[CH:13]([CH3:15])[CH3:14])=[O:10])[C:2]1[CH:7]=[CH:6][CH:5]=[CH:4][CH:3]=1.[NH:19]1[CH2:24][CH2:23][O:22][CH2:21][CH2:20]1.C(N(C(C)C)C(C)C)C.F[P-](F)(F)(F)(F)F.N1(OC(N(C)C)=[N+](C)C)C2N=CC=CC=2N=N1, predict the reaction product. The product is: [CH3:15][CH:13]([CH3:14])[C@H:12]([NH:11][C:9](=[O:10])[O:8][CH2:1][C:2]1[CH:3]=[CH:4][CH:5]=[CH:6][CH:7]=1)[C:16]([N:19]1[CH2:24][CH2:23][O:22][CH2:21][CH2:20]1)=[O:18]. (3) Given the reactants COC1C=CC(C([O:20][CH2:21][C@H:22]2[O:26][C@@H:25]([N:27]3[CH:35]=[C:33]([CH3:34])[C:31](=[O:32])[NH:30][C:28]3=[O:29])[C@H:24]([CH:36]=[CH2:37])[C@@H:23]2[OH:38])(C2C=CC=CC=2)C2C=CC=CC=2)=CC=1.[H-].[Na+].[CH2:43](Br)[C:44]1[CH:49]=[CH:48][CH:47]=[CH:46][CH:45]=1.Cl.[OH-].[Na+], predict the reaction product. The product is: [CH2:43]([O:38][C@@H:23]1[C@@H:22]([CH2:21][OH:20])[O:26][C@@H:25]([N:27]2[CH:35]=[C:33]([CH3:34])[C:31](=[O:32])[NH:30][C:28]2=[O:29])[C@@H:24]1[CH:36]=[CH2:37])[C:44]1[CH:49]=[CH:48][CH:47]=[CH:46][CH:45]=1.